This data is from Blood-brain barrier permeability classification from the B3DB database. The task is: Regression/Classification. Given a drug SMILES string, predict its absorption, distribution, metabolism, or excretion properties. Task type varies by dataset: regression for continuous measurements (e.g., permeability, clearance, half-life) or binary classification for categorical outcomes (e.g., BBB penetration, CYP inhibition). Dataset: b3db_classification. The drug is C=CC1=C(C(=O)O)N2C(=O)[C@H](NC(=O)/C(=N\OCC(=O)O)c3csc(N)n3)[C@H]2SC1. The result is 0 (does not penetrate BBB).